From a dataset of Catalyst prediction with 721,799 reactions and 888 catalyst types from USPTO. Predict which catalyst facilitates the given reaction. (1) Reactant: [CH3:1][O:2][C:3]1[CH:4]=[C:5]([N:11]2[CH2:20][C:19]3[C:14](=[N:15][C:16]([S:21][CH3:22])=[N:17][CH:18]=3)[N:13]([CH2:23][CH3:24])[C:12]2=[O:25])[CH:6]=[C:7]([O:9][CH3:10])[CH:8]=1.C1(C2[O:34]N2S(C2C=CC=CC=2)(=O)=O)C=CC=CC=1. Product: [CH3:1][O:2][C:3]1[CH:4]=[C:5]([N:11]2[CH2:20][C:19]3[C:14](=[N:15][C:16]([S:21]([CH3:22])=[O:34])=[N:17][CH:18]=3)[N:13]([CH2:23][CH3:24])[C:12]2=[O:25])[CH:6]=[C:7]([O:9][CH3:10])[CH:8]=1. The catalyst class is: 4. (2) Reactant: Cl.[NH:2]1[CH2:5][CH:4]([C:6]2[C:7]([C:12]3[CH:17]=[CH:16][CH:15]=[CH:14][C:13]=3[OH:18])=[N:8][CH:9]=[CH:10][N:11]=2)[CH2:3]1.Cl[C:20]1[CH:29]=[CH:28][C:27]2[C:22](=[CH:23][CH:24]=[CH:25][CH:26]=2)[N:21]=1.C([O-])([O-])=O.[Cs+].[Cs+]. Product: [N:21]1[C:22]2[C:27](=[CH:26][CH:25]=[CH:24][CH:23]=2)[CH:28]=[CH:29][C:20]=1[N:2]1[CH2:5][CH:4]([C:6]2[C:7]([C:12]3[CH:17]=[CH:16][CH:15]=[CH:14][C:13]=3[OH:18])=[N:8][CH:9]=[CH:10][N:11]=2)[CH2:3]1. The catalyst class is: 18. (3) Reactant: Br[CH2:2][CH2:3][CH2:4][C:5]1[C:10]([CH3:11])=[CH:9][C:8]([C:12]2[NH:21][C:20](=[O:22])[C:19]3[C:14](=[CH:15][C:16]([O:25][CH3:26])=[CH:17][C:18]=3[O:23][CH3:24])[N:13]=2)=[CH:7][C:6]=1[CH3:27].[NH:28]1[CH2:32][CH2:31][CH2:30][CH2:29]1. Product: [CH3:27][C:6]1[CH:7]=[C:8]([C:12]2[NH:21][C:20](=[O:22])[C:19]3[C:14](=[CH:15][C:16]([O:25][CH3:26])=[CH:17][C:18]=3[O:23][CH3:24])[N:13]=2)[CH:9]=[C:10]([CH3:11])[C:5]=1[CH2:4][CH2:3][CH2:2][N:28]1[CH2:32][CH2:31][CH2:30][CH2:29]1. The catalyst class is: 9. (4) Reactant: [O:1]1[C:6]2[CH:7]=[CH:8][C:9]([CH:11]=[O:12])=[CH:10][C:5]=2[O:4][CH2:3][CH2:2]1.[BH4-].[Na+]. Product: [O:1]1[C:6]2[CH:7]=[CH:8][C:9]([CH2:11][OH:12])=[CH:10][C:5]=2[O:4][CH2:3][CH2:2]1. The catalyst class is: 8. (5) Reactant: Br[C:2]1[CH:3]=[C:4]([C:8]2[CH:13]=[CH:12][C:11]([CH2:14][OH:15])=[CH:10][CH:9]=2)[CH:5]=[CH:6][CH:7]=1.C(=O)([O-])[O-].[Na+].[Na+].[CH2:22](B1OC(C)(C)C(C)(C)O1)[CH:23]=[CH2:24].O. Product: [CH2:24]([C:2]1[CH:3]=[C:4]([C:8]2[CH:13]=[CH:12][C:11]([CH2:14][OH:15])=[CH:10][CH:9]=2)[CH:5]=[CH:6][CH:7]=1)[CH:23]=[CH2:22]. The catalyst class is: 335. (6) The catalyst class is: 6. Product: [Br:1][C:2]1[CH:8]=[C:7]2[C:5](=[CH:4][C:3]=1[F:9])[NH:6][C:27](=[O:12])[C:26]2=[O:25]. Reactant: [Br:1][C:2]1[CH:8]=[CH:7][C:5]([NH2:6])=[CH:4][C:3]=1[F:9].Cl.N[OH:12].S([O-])([O-])(=O)=O.[Na+].[Na+].Cl.ClC(Cl)(Cl)C([O:25][CH2:26][CH3:27])O. (7) Reactant: [OH:1][C:2]1[CH:3]=[C:4]2[C:9](=[CH:10][CH:11]=1)[CH:8]=[C:7]([C:12]([OH:14])=[O:13])[CH:6]=[CH:5]2.[C:15](OC(=O)C)(=[O:17])[CH3:16]. Product: [C:15]([O:1][C:2]1[CH:3]=[C:4]2[C:9](=[CH:10][CH:11]=1)[CH:8]=[C:7]([C:12]([OH:14])=[O:13])[CH:6]=[CH:5]2)(=[O:17])[CH3:16]. The catalyst class is: 445.